Dataset: Forward reaction prediction with 1.9M reactions from USPTO patents (1976-2016). Task: Predict the product of the given reaction. (1) Given the reactants C(N(C(C)C)CC)(C)C.CN1CCCC1=O.[CH2:17]([C@H:19]1[CH2:24][NH:23][CH2:22][CH2:21][NH:20]1)[CH3:18].[NH2:25][C:26]1[N:31]=[CH:30][C:29]([C:32]2[N:40]=[C:39]3[C:35]([N:36]=[C:37](Cl)[N:38]3[CH2:41][C:42]([F:45])([F:44])[F:43])=[C:34]([N:47]3[CH2:52][CH2:51][O:50][CH2:49][CH2:48]3)[N:33]=2)=[CH:28][N:27]=1, predict the reaction product. The product is: [CH2:17]([C@@H:19]1[NH:20][CH2:21][CH2:22][N:23]([C:37]2[N:38]([CH2:41][C:42]([F:43])([F:45])[F:44])[C:39]3[C:35]([N:36]=2)=[C:34]([N:47]2[CH2:48][CH2:49][O:50][CH2:51][CH2:52]2)[N:33]=[C:32]([C:29]2[CH:28]=[N:27][C:26]([NH2:25])=[N:31][CH:30]=2)[N:40]=3)[CH2:24]1)[CH3:18]. (2) Given the reactants [Cl:1][C:2]1[N:7]=[C:6]([NH:8][CH2:9][CH2:10][CH2:11][OH:12])[C:5]([C:13]([F:16])([F:15])[F:14])=[CH:4][CH:3]=1.O[C:18]1[CH:19]=[C:20]2[C:24](=[CH:25][CH:26]=1)[C@H:23]([CH2:27][C:28]([O:30][CH2:31][CH3:32])=[O:29])[CH2:22][CH2:21]2.C1(P(C2C=CC=CC=2)C2C=CC=CC=2)C=CC=CC=1.N(C(N1CCCCC1)=O)=NC(N1CCCCC1)=O, predict the reaction product. The product is: [Cl:1][C:2]1[N:7]=[C:6]([NH:8][CH2:9][CH2:10][CH2:11][O:12][C:18]2[CH:19]=[C:20]3[C:24](=[CH:25][CH:26]=2)[C@H:23]([CH2:27][C:28]([O:30][CH2:31][CH3:32])=[O:29])[CH2:22][CH2:21]3)[C:5]([C:13]([F:16])([F:14])[F:15])=[CH:4][CH:3]=1. (3) Given the reactants [CH:1]1([C:4]2[CH:5]=[CH:6][C:7]([C:15]([OH:17])=O)=[N:8][C:9]=2[O:10][CH2:11][CH:12]2[CH2:14][CH2:13]2)[CH2:3][CH2:2]1.Cl.[NH2:19][CH:20]([CH:25]1[CH2:30][CH2:29][O:28][CH2:27][CH2:26]1)[CH2:21][C:22]([NH2:24])=[O:23], predict the reaction product. The product is: [C:22]([CH2:21][CH:20]([NH:19][C:15]([C:7]1[CH:6]=[CH:5][C:4]([CH:1]2[CH2:2][CH2:3]2)=[C:9]([O:10][CH2:11][CH:12]2[CH2:13][CH2:14]2)[N:8]=1)=[O:17])[CH:25]1[CH2:26][CH2:27][O:28][CH2:29][CH2:30]1)(=[O:23])[NH2:24]. (4) Given the reactants [CH3:1][C:2]1[N:3]([C:8]2[CH:13]=[C:12]([CH3:14])[CH:11]=[C:10]([CH3:15])[N:9]=2)[C:4]([CH3:7])=[CH:5][CH:6]=1.[Li]CCCC.Cl[Si:22]([CH3:25])([CH3:24])[CH3:23], predict the reaction product. The product is: [CH3:7][C:4]1[N:3]([C:8]2[CH:13]=[C:12]([CH3:14])[CH:11]=[C:10]([CH2:15][Si:22]([CH3:25])([CH3:24])[CH3:23])[N:9]=2)[C:2]([CH3:1])=[CH:6][CH:5]=1. (5) The product is: [CH3:19][N:18]([CH3:20])[CH2:17][CH2:16][N:12]1[C:11]2[C:10]3[CH:21]=[CH:22][CH:23]=[CH:24][C:9]=3[S:8][CH2:7][C:6]=2[C:5]2[C:13]1=[CH:14][CH:15]=[C:3]([OH:2])[CH:4]=2. Given the reactants C[O:2][C:3]1[CH:4]=[C:5]2[C:13](=[CH:14][CH:15]=1)[N:12]([CH2:16][CH2:17][N:18]([CH3:20])[CH3:19])[C:11]1[C:10]3[CH:21]=[CH:22][CH:23]=[CH:24][C:9]=3[S:8][CH2:7][C:6]2=1.Cl.N1C=CC=CC=1, predict the reaction product. (6) The product is: [F:16][C:6]1[C:5]2[O:4][CH2:3][CH:2]([NH:1][CH2:30][CH2:29][CH2:28][CH2:27][C:21]3[C:20]4[C:24](=[CH:25][CH:26]=[C:18]([F:17])[CH:19]=4)[NH:23][CH:22]=3)[CH2:11][C:10]=2[C:9]([C:12]([O:14][CH3:15])=[O:13])=[CH:8][CH:7]=1. Given the reactants [NH2:1][CH:2]1[CH2:11][C:10]2[C:9]([C:12]([O:14][CH3:15])=[O:13])=[CH:8][CH:7]=[C:6]([F:16])[C:5]=2[O:4][CH2:3]1.[F:17][C:18]1[CH:19]=[C:20]2[C:24](=[CH:25][CH:26]=1)[NH:23][CH:22]=[C:21]2[CH2:27][CH2:28][CH2:29][CH:30]=O.C(O)(=O)C.C([BH3-])#N.[Na+], predict the reaction product. (7) Given the reactants [C:1]([C:9]1[CH:17]=[CH:16][C:12]([C:13](O)=[O:14])=[CH:11][CH:10]=1)(=[O:8])[C:2]1[CH:7]=[CH:6][CH:5]=[CH:4][CH:3]=1.C(Cl)(=O)C([Cl:21])=O, predict the reaction product. The product is: [C:1]([C:9]1[CH:17]=[CH:16][C:12]([C:13]([Cl:21])=[O:14])=[CH:11][CH:10]=1)(=[O:8])[C:2]1[CH:7]=[CH:6][CH:5]=[CH:4][CH:3]=1. (8) Given the reactants C(P(C(C)(C)C)C1C(OC)=CC=C(OC)C=1C1C(C(C)C)=CC(C(C)C)=CC=1C(C)C)(C)(C)C.[O-]P([O-])([O-])=O.[K+].[K+].[K+].FC(F)(S(O[C:59]1[CH:68]=[CH:67][C:66]2[C:61](=[CH:62][CH:63]=[C:64]([C:69]3[CH:74]=[C:73]([N:75]4[CH:80]=[CH:79][C:78](=[O:81])[NH:77][C:76]4=[O:82])[CH:72]=[C:71]([C:83]([CH3:86])([CH3:85])[CH3:84])[C:70]=3[O:87][CH3:88])[CH:65]=2)[CH:60]=1)(=O)=O)C(F)(F)C(F)(F)C(F)(F)F.[CH3:90][S:91]([NH2:94])(=[O:93])=[O:92].C(N[C@H](C(O)=O)CS)(=O)C, predict the reaction product. The product is: [C:83]([C:71]1[C:70]([O:87][CH3:88])=[C:69]([C:64]2[CH:65]=[C:66]3[C:61](=[CH:62][CH:63]=2)[CH:60]=[C:59]([NH:94][S:91]([CH3:90])(=[O:93])=[O:92])[CH:68]=[CH:67]3)[CH:74]=[C:73]([N:75]2[CH:80]=[CH:79][C:78](=[O:81])[NH:77][C:76]2=[O:82])[CH:72]=1)([CH3:85])([CH3:84])[CH3:86]. (9) Given the reactants [C:1]([O:5][C:6]([N:8]1[CH2:13][CH2:12][C:11](=O)[CH2:10][CH2:9]1)=[O:7])([CH3:4])([CH3:3])[CH3:2].Cl, predict the reaction product. The product is: [C:1]([O:5][C:6]([N:8]1[CH2:13][CH2:12][CH:11]([N:8]([CH3:6])[CH2:9][CH2:10][CH3:11])[CH2:10][CH2:9]1)=[O:7])([CH3:4])([CH3:3])[CH3:2].